From a dataset of Experimentally validated miRNA-target interactions with 360,000+ pairs, plus equal number of negative samples. Binary Classification. Given a miRNA mature sequence and a target amino acid sequence, predict their likelihood of interaction. The miRNA is hsa-miR-5739 with sequence GCGGAGAGAGAAUGGGGAGC. The protein sequence of the target gene is MEPPSEPEPEPQPLAEASAAAPLRAPEVARLREEQEKVVTNCQEKIQHWEKVDNDYSALQERLRTLPDKLSYDVMVPFGPLAFMPGKLVHTNEVTVLLGDNWFAKCSAKQAVGLVEHRKEHVRKTIDDFKKVLKNFESRVEFTEDLQKMSDAAGDFVDIREEIKSDFEFKGKQRIAHKPHSKPKTSDIFEADFENGVKPKNTFDADELWARLEELERQEELLGELESKPDTVIANGEDRVSSEEEKEGADTGVNVVSPVTDSSAASSCKRRAGNAGLPNGQVNSLNYSVNGSNSYHSNKD.... Result: 0 (no interaction).